From a dataset of Peptide-MHC class II binding affinity with 134,281 pairs from IEDB. Regression. Given a peptide amino acid sequence and an MHC pseudo amino acid sequence, predict their binding affinity value. This is MHC class II binding data. (1) The peptide sequence is AATQARAAAAAFEAA. The MHC is HLA-DPA10201-DPB10101 with pseudo-sequence HLA-DPA10201-DPB10101. The binding affinity (normalized) is 0.234. (2) The peptide sequence is NSLVYGASDSNVYDL. The MHC is DRB1_0101 with pseudo-sequence DRB1_0101. The binding affinity (normalized) is 0.178. (3) The peptide sequence is MLTLFILIITSTIKA. The MHC is DRB5_0101 with pseudo-sequence DRB5_0101. The binding affinity (normalized) is 0.474. (4) The peptide sequence is LVAGPAGSYAADLGY. The MHC is DRB1_1001 with pseudo-sequence DRB1_1001. The binding affinity (normalized) is 0.379. (5) The peptide sequence is EEDIEIIPIQEEEK. The binding affinity (normalized) is 0.220. The MHC is HLA-DPA10201-DPB10501 with pseudo-sequence HLA-DPA10201-DPB10501. (6) The peptide sequence is GEFQIVDKIDAAFKI. The MHC is DRB3_0101 with pseudo-sequence DRB3_0101. The binding affinity (normalized) is 0.896.